From a dataset of Forward reaction prediction with 1.9M reactions from USPTO patents (1976-2016). Predict the product of the given reaction. (1) Given the reactants [CH:1]1[C:5]2=[C:6]([OH:15])[C:7]3[CH:14]=[CH:13][C:11](=[O:12])[O:10][C:8]=3[CH:9]=[C:4]2[O:3][CH:2]=1.[Cl:16][CH2:17][CH2:18][CH2:19][CH2:20]I.C(=O)([O-])[O-].[K+].[K+], predict the reaction product. The product is: [Cl:16][CH2:17][CH2:18][CH2:19][CH2:20][O:15][C:6]1[C:7]2[CH:14]=[CH:13][C:11](=[O:12])[O:10][C:8]=2[CH:9]=[C:4]2[O:3][CH:2]=[CH:1][C:5]=12. (2) Given the reactants Br[CH2:2][C:3]1[C:12]([Cl:13])=[N:11][CH:10]=[CH:9][C:4]=1[C:5]([O:7]C)=O.Cl.[F:15][CH:16]([F:29])[CH2:17][O:18][C:19]1[CH:24]=[CH:23][C:22]([CH:25]([NH2:27])[CH3:26])=[CH:21][C:20]=1[CH3:28], predict the reaction product. The product is: [Cl:13][C:12]1[C:3]2[CH2:2][N:27]([CH:25]([C:22]3[CH:23]=[CH:24][C:19]([O:18][CH2:17][CH:16]([F:15])[F:29])=[C:20]([CH3:28])[CH:21]=3)[CH3:26])[C:5](=[O:7])[C:4]=2[CH:9]=[CH:10][N:11]=1. (3) Given the reactants [Br:1][C:2]1[S:6][C:5]([C:7]([OH:9])=O)=[CH:4][CH:3]=1.[NH2:10][C:11]([CH3:20])([CH3:19])[C:12]([O:14][C:15]([CH3:18])([CH3:17])[CH3:16])=[O:13].CN(C(ON1N=NC2C=CC=CC1=2)=[N+](C)C)C.[B-](F)(F)(F)F, predict the reaction product. The product is: [Br:1][C:2]1[S:6][C:5]([C:7]([NH:10][C:11]([CH3:20])([CH3:19])[C:12]([O:14][C:15]([CH3:18])([CH3:17])[CH3:16])=[O:13])=[O:9])=[CH:4][CH:3]=1. (4) Given the reactants [NH2:1][C:2]1N(C2C=CC=CC=2OC)[N:5]=[CH:4][C:3]=1[C:15]#N.[F:17][C:18]([F:23])([F:22])[CH2:19][NH:20][NH2:21], predict the reaction product. The product is: [NH2:5][C:4]1[N:20]([CH2:19][C:18]([F:23])([F:22])[F:17])[N:21]=[CH:15][C:3]=1[C:2]#[N:1].